The task is: Regression. Given a peptide amino acid sequence and an MHC pseudo amino acid sequence, predict their binding affinity value. This is MHC class I binding data.. This data is from Peptide-MHC class I binding affinity with 185,985 pairs from IEDB/IMGT. The peptide sequence is GLLSSKFKA. The MHC is HLA-A02:01 with pseudo-sequence HLA-A02:01. The binding affinity (normalized) is 0.723.